This data is from Catalyst prediction with 721,799 reactions and 888 catalyst types from USPTO. The task is: Predict which catalyst facilitates the given reaction. (1) Reactant: [CH3:1][C:2]1([C:12]([OH:14])=[O:13])[C:4]2([CH2:9][CH2:8][CH2:7][C:6]([CH3:11])([CH3:10])[CH2:5]2)[CH2:3]1.[C:15]([O:19][CH2:20][CH3:21])(=[O:18])[CH2:16]O.C1(N=C=NC2CCCCC2)CCCCC1. Product: [CH2:20]([O:19][C:15]([CH2:16][O:13][C:12]([C:2]1([CH3:1])[C:4]2([CH2:9][CH2:8][CH2:7][C:6]([CH3:10])([CH3:11])[CH2:5]2)[CH2:3]1)=[O:14])=[O:18])[CH3:21]. The catalyst class is: 172. (2) Reactant: [CH3:1][O:2][C:3]1[CH:4]=[CH:5][C:6]2[N:11]=[CH:10][C:9](=[O:12])[N:8]([CH2:13][CH:14]=O)[C:7]=2[N:16]=1.[NH:17]1[CH2:22][CH2:21][CH2:20][C@@H:19]([CH2:23][NH:24][C:25](=[O:34])[O:26][CH2:27][C:28]2[CH:33]=[CH:32][CH:31]=[CH:30][CH:29]=2)[CH2:18]1.[O-]S([O-])(=O)=O.[Na+].[Na+].[BH-](OC(C)=O)(OC(C)=O)OC(C)=O.[Na+]. Product: [CH3:1][O:2][C:3]1[CH:4]=[CH:5][C:6]2[N:11]=[CH:10][C:9](=[O:12])[N:8]([CH2:13][CH2:14][N:17]3[CH2:22][CH2:21][CH2:20][C@@H:19]([CH2:23][NH:24][C:25](=[O:34])[O:26][CH2:27][C:28]4[CH:33]=[CH:32][CH:31]=[CH:30][CH:29]=4)[CH2:18]3)[C:7]=2[N:16]=1. The catalyst class is: 100. (3) Reactant: Cl.[F:2][C:3]1[CH:8]=[CH:7][C:6]([NH:9]C(=O)OC(C)(C)C)=[C:5]([NH:17][C:18](=[O:27])/[CH:19]=[CH:20]/[C:21]2[CH:22]=[N:23][N:24]([CH3:26])[CH:25]=2)[CH:4]=1. Product: [NH2:9][C:6]1[CH:7]=[CH:8][C:3]([F:2])=[CH:4][C:5]=1[NH:17][C:18](=[O:27])/[CH:19]=[CH:20]/[C:21]1[CH:22]=[N:23][N:24]([CH3:26])[CH:25]=1. The catalyst class is: 472. (4) The catalyst class is: 71. Product: [Br:19][C:13]1[CH:14]=[CH:15][C:16]([Br:18])=[CH:17][C:12]=1[S:9]([NH:8][C@@H:6]1[CH2:7][C@H:3]([CH2:2][N:1]([CH2:38][CH2:37][CH3:39])[CH2:27][CH2:28][CH3:29])[N:4]([C:20]#[N:43])[CH2:5]1)(=[O:10])=[O:11]. Reactant: [NH2:1][CH2:2][C@H:3]1[CH2:7][C@@H:6]([NH:8][S:9]([C:12]2[CH:17]=[C:16]([Br:18])[CH:15]=[CH:14][C:13]=2[Br:19])(=[O:11])=[O:10])[CH2:5][N:4]1[C:20](OC(C)(C)C)=O.[CH:27](=O)[CH2:28][CH3:29].[BH4-].[Na+].Cl.CCN(C(C)C)[CH:37]([CH3:39])[CH3:38].[N:43]#CBr.C(O)C(N)(CO)CO. (5) The catalyst class is: 1. Reactant: [CH3:1][N:2]1[CH:6]=[CH:5][CH:4]=[N:3]1.C([Li])(C)(C)C.[O:12]1[CH2:14][CH2:13]1.[Cl-].[NH4+]. Product: [CH3:1][N:2]1[C:6]([CH2:14][CH2:13][OH:12])=[CH:5][CH:4]=[N:3]1.